Dataset: Forward reaction prediction with 1.9M reactions from USPTO patents (1976-2016). Task: Predict the product of the given reaction. Given the reactants [Cl:1][C:2]1[CH:3]=[CH:4][C:5]([O:28][CH2:29][CH:30]([CH3:32])[CH3:31])=[C:6]([CH2:8][N:9]2[C:13]([CH3:14])=[CH:12][C:11]([C:15]([NH:17][C:18]3[CH:23]=[CH:22][C:21]([CH:24]=O)=[CH:20][C:19]=3[O:26][CH3:27])=[O:16])=[N:10]2)[CH:7]=1.[NH:33]1[CH2:37][CH2:36][CH2:35][CH2:34]1.C(O[BH-](OC(=O)C)OC(=O)C)(=O)C.[Na+].C(OCC)(=O)C, predict the reaction product. The product is: [ClH:1].[Cl:1][C:2]1[CH:3]=[CH:4][C:5]([O:28][CH2:29][CH:30]([CH3:32])[CH3:31])=[C:6]([CH2:8][N:9]2[C:13]([CH3:14])=[CH:12][C:11]([C:15]([NH:17][C:18]3[CH:23]=[CH:22][C:21]([CH2:24][N:33]4[CH2:37][CH2:36][CH2:35][CH2:34]4)=[CH:20][C:19]=3[O:26][CH3:27])=[O:16])=[N:10]2)[CH:7]=1.